From a dataset of Full USPTO retrosynthesis dataset with 1.9M reactions from patents (1976-2016). Predict the reactants needed to synthesize the given product. Given the product [NH2:25][CH:16]1[CH2:17][CH2:18][N:13]([CH2:6][C:7]2[CH:12]=[CH:11][CH:10]=[CH:9][CH:8]=2)[CH2:14][C:15]1([CH2:22][CH3:23])[CH2:20][CH3:21], predict the reactants needed to synthesize it. The reactants are: C([O-])(=O)C.[NH4+].[CH2:6]([N:13]1[CH2:18][CH2:17][C:16](=O)[C:15]([CH2:22][CH3:23])([CH2:20][CH3:21])[CH2:14]1)[C:7]1[CH:12]=[CH:11][CH:10]=[CH:9][CH:8]=1.C([BH3-])#[N:25].[Na+].